From a dataset of Forward reaction prediction with 1.9M reactions from USPTO patents (1976-2016). Predict the product of the given reaction. Given the reactants [Cl:1][C:2]1[CH:7]=[CH:6][C:5]([C:8]2[S:9][C:10]([NH:14][C:15]([CH:17]3[CH2:22][CH2:21][CH2:20][NH:19][CH2:18]3)=[O:16])=[C:11]([CH3:13])[N:12]=2)=[CH:4][CH:3]=1.[CH3:23][O:24][C:25]([C:27]1[CH:28]=[C:29](OB(O)O)[CH:30]=[CH:31][CH:32]=1)=[O:26], predict the reaction product. The product is: [Cl:1][C:2]1[CH:7]=[CH:6][C:5]([C:8]2[S:9][C:10]([NH:14][C:15]([CH:17]3[CH2:22][CH2:21][CH2:20][N:19]([C:31]4[CH:32]=[C:27]([CH:28]=[CH:29][CH:30]=4)[C:25]([O:24][CH3:23])=[O:26])[CH2:18]3)=[O:16])=[C:11]([CH3:13])[N:12]=2)=[CH:4][CH:3]=1.